Dataset: PAMPA (Parallel Artificial Membrane Permeability Assay) permeability data from NCATS. Task: Regression/Classification. Given a drug SMILES string, predict its absorption, distribution, metabolism, or excretion properties. Task type varies by dataset: regression for continuous measurements (e.g., permeability, clearance, half-life) or binary classification for categorical outcomes (e.g., BBB penetration, CYP inhibition). Dataset: pampa_ncats. (1) The molecule is CC1=CN=C(C=N1)CNC2=NC(=NC3=CC=CC=C32)C4=CC(=CC=C4)NS(=O)(=O)C. The result is 1 (high permeability). (2) The molecule is C1=CC=C2C(=C1)C(=NC(=N2)C3=CC=NC=C3)NC4=CC(=C(C=C4)N5C=NC=N5)F. The result is 1 (high permeability). (3) The molecule is C1=CC=C2C(=C1)C(=NC(=N2)C3=C(C=NC=C3)Cl)NC4=CC(=C(C=C4)F)F. The result is 1 (high permeability).